From a dataset of Full USPTO retrosynthesis dataset with 1.9M reactions from patents (1976-2016). Predict the reactants needed to synthesize the given product. (1) Given the product [CH3:8][N:10]1[CH2:18][C:17]2[C:12](=[CH:13][CH:14]=[C:15]([NH2:19])[CH:16]=2)[CH2:11]1, predict the reactants needed to synthesize it. The reactants are: [BH4-].[Li+].C(O[C:8]([N:10]1[CH2:18][C:17]2[C:12](=[CH:13][CH:14]=[C:15]([NH2:19])[CH:16]=2)[CH2:11]1)=O)(C)(C)C. (2) Given the product [F:24][C:23]([F:26])([F:25])[C:21]([OH:27])=[O:22].[F:1][C:2]1[S:6][C:5]([N:7]([CH3:20])[CH:8]2[CH2:12][CH2:11][NH:10][CH2:9]2)=[N:4][CH:3]=1, predict the reactants needed to synthesize it. The reactants are: [F:1][C:2]1[S:6][C:5]([N:7]([CH3:20])[CH:8]2[CH2:12][CH2:11][N:10](C(OC(C)(C)C)=O)[CH2:9]2)=[N:4][CH:3]=1.[C:21]([OH:27])([C:23]([F:26])([F:25])[F:24])=[O:22]. (3) Given the product [N:1]1[CH:6]=[CH:5][CH:4]=[CH:3][C:2]=1[NH:7][C:8]([N:10]1[C@@H:16]2[CH2:17][N:13]([CH2:14][CH2:15]2)[C:12]2[CH:18]=[CH:19][C:20]([C:22]([NH:24][CH2:25][C:26]([OH:28])=[O:27])=[O:23])=[N:21][C:11]1=2)=[O:9], predict the reactants needed to synthesize it. The reactants are: [N:1]1[CH:6]=[CH:5][CH:4]=[CH:3][C:2]=1[NH:7][C:8]([N:10]1[C@@H:16]2[CH2:17][N:13]([CH2:14][CH2:15]2)[C:12]2[CH:18]=[CH:19][C:20]([C:22]([NH:24][CH2:25][C:26]([O:28]C)=[O:27])=[O:23])=[N:21][C:11]1=2)=[O:9].O[Li].O.CO. (4) Given the product [N+:31]([C:34]1[CH:39]=[CH:38][C:37]([NH:40][C:41]2[CH:42]=[CH:43][C:44]([O:47][CH2:2][C:3]([N:5]3[CH2:10][CH2:9][N:8]([CH2:11][C:12]4[O:13][C:14]5[CH:20]=[CH:19][C:18]([C:21]([F:24])([F:23])[F:22])=[CH:17][C:15]=5[CH:16]=4)[CH2:7][CH2:6]3)=[O:4])=[CH:45][CH:46]=2)=[CH:36][C:35]=1[C:48]([F:49])([F:50])[F:51])([O-:33])=[O:32], predict the reactants needed to synthesize it. The reactants are: Cl[CH2:2][C:3]([N:5]1[CH2:10][CH2:9][N:8]([CH2:11][C:12]2[O:13][C:14]3[CH:20]=[CH:19][C:18]([C:21]([F:24])([F:23])[F:22])=[CH:17][C:15]=3[CH:16]=2)[CH2:7][CH2:6]1)=[O:4].C(=O)([O-])[O-].[K+].[K+].[N+:31]([C:34]1[CH:39]=[CH:38][C:37]([NH:40][C:41]2[CH:46]=[CH:45][C:44]([OH:47])=[CH:43][CH:42]=2)=[CH:36][C:35]=1[C:48]([F:51])([F:50])[F:49])([O-:33])=[O:32]. (5) Given the product [C:7]([C:6]1[CH:15]=[C:34]([NH:35][C:30](=[O:33])[N:27]([CH2:1][C:3]2[CH:16]=[CH:15][C:6]([C:7]([NH:9][C:10]3[N:11]=[N:12][NH:13][N:14]=3)=[O:8])=[CH:5][CH:4]=2)[C:26]2[CH:25]=[CH:24][C:23]([CH:17]3[CH2:18][CH2:19][CH2:20][CH2:21][CH2:22]3)=[CH:29][CH:28]=2)[CH:3]=[CH:4][CH:5]=1)#[N:9], predict the reactants needed to synthesize it. The reactants are: [CH:1]([C:3]1[CH:16]=[CH:15][C:6]([C:7]([NH:9][C:10]2[N:11]=[N:12][NH:13][N:14]=2)=[O:8])=[CH:5][CH:4]=1)=O.[CH:17]1([C:23]2[CH:29]=[CH:28][C:26]([NH2:27])=[CH:25][CH:24]=2)[CH2:22][CH2:21][CH2:20][CH2:19][CH2:18]1.[C:30]([OH:33])(=O)C.[C:34]([BH3-])#[N:35].[Na+]. (6) Given the product [NH2:39][C:21]1[CH:20]=[C:19]([CH2:18][N:11]([C:9]([O:8][CH2:1][C:2]2[CH:3]=[CH:4][CH:5]=[CH:6][CH:7]=2)=[O:10])[C@H:12]([C:14]([CH3:15])([CH3:16])[CH3:17])[CH3:13])[CH:24]=[CH:23][C:22]=1[NH:25][CH:26]1[CH2:31][CH2:30][CH2:29][N:28]([C:32]([O:34][C:35]([CH3:36])([CH3:38])[CH3:37])=[O:33])[CH2:27]1, predict the reactants needed to synthesize it. The reactants are: [CH2:1]([O:8][C:9]([N:11]([CH2:18][C:19]1[CH:24]=[CH:23][C:22]([NH:25][CH:26]2[CH2:31][CH2:30][CH2:29][N:28]([C:32]([O:34][C:35]([CH3:38])([CH3:37])[CH3:36])=[O:33])[CH2:27]2)=[C:21]([N+:39]([O-])=O)[CH:20]=1)[C@H:12]([C:14]([CH3:17])([CH3:16])[CH3:15])[CH3:13])=[O:10])[C:2]1[CH:7]=[CH:6][CH:5]=[CH:4][CH:3]=1.